Dataset: Retrosynthesis with 50K atom-mapped reactions and 10 reaction types from USPTO. Task: Predict the reactants needed to synthesize the given product. (1) Given the product COC(=O)C(Oc1ccc2ncc(Br)cc2c1)SC, predict the reactants needed to synthesize it. The reactants are: COC(=O)C(Cl)SC.Oc1ccc2ncc(Br)cc2c1. (2) Given the product Cc1cccc(NC(=O)NC2N=C(c3ccccc3)c3ccccc3N(CC(=O)c3cccnc3)C2=O)c1, predict the reactants needed to synthesize it. The reactants are: Cc1cccc(N=C=O)c1.NC1N=C(c2ccccc2)c2ccccc2N(CC(=O)c2cccnc2)C1=O. (3) Given the product CCOC(=O)c1ccc(OC2CCC(NC(=O)C3CC3)CC2)cc1, predict the reactants needed to synthesize it. The reactants are: CCOC(=O)c1ccc(OC2CCC(N)CC2)cc1.O=C(Cl)C1CC1.